Dataset: Reaction yield outcomes from USPTO patents with 853,638 reactions. Task: Predict the reaction yield, written as a fraction of the theoretical maximum amount of product (1.0 means a 100% yield; for example, 0.34 means a 34% yield). (1) The reactants are [Cl:1][C:2]1[CH:7]=[C:6]([O:8][C:9]2[C:10]3[S:17][CH:16]=[CH:15][C:11]=3[N:12]=[CH:13][N:14]=2)[CH:5]=[CH:4][C:3]=1[NH2:18].O1CCN(CCNC(C2SC3C(OC4C=CC(N[C:47]([NH:49][C:50](=[O:58])[CH2:51][C:52]5[CH:57]=[CH:56][CH:55]=[CH:54][CH:53]=5)=[S:48])=CC=4F)=NC=NC=3C=2)=O)CC1. No catalyst specified. The product is [Cl:1][C:2]1[CH:7]=[C:6]([O:8][C:9]2[C:10]3[S:17][CH:16]=[CH:15][C:11]=3[N:12]=[CH:13][N:14]=2)[CH:5]=[CH:4][C:3]=1[NH:18][C:47]([NH:49][C:50](=[O:58])[CH2:51][C:52]1[CH:53]=[CH:54][CH:55]=[CH:56][CH:57]=1)=[S:48]. The yield is 0.0900. (2) The reactants are [F:1][C:2]([F:25])([C:18]1[CH:23]=[CH:22][C:21]([F:24])=[CH:20][CH:19]=1)[C:3]1[N:12]=[C:11](O)[C:10]2[C:5](=[CH:6][C:7]([C:14]([O:16][CH3:17])=[O:15])=[CH:8][CH:9]=2)[N:4]=1.P(Cl)(Cl)([Cl:28])=O. No catalyst specified. The product is [Cl:28][C:11]1[C:10]2[C:5](=[CH:6][C:7]([C:14]([O:16][CH3:17])=[O:15])=[CH:8][CH:9]=2)[N:4]=[C:3]([C:2]([F:25])([F:1])[C:18]2[CH:23]=[CH:22][C:21]([F:24])=[CH:20][CH:19]=2)[N:12]=1. The yield is 0.860. (3) The catalyst is C1(C)C=CC=CC=1.[Cu]I. The product is [Cl:1][C:2]1[CH:3]=[CH:4][C:5]([CH2:8][O:9][C:10]2[CH:15]=[CH:14][N:13]([C:18]3[CH:23]=[CH:22][C:21]4[C:24]5[CH2:25][N:26]([C:31]([O:33][C:34]([CH3:37])([CH3:36])[CH3:35])=[O:32])[CH2:27][CH2:28][C:29]=5[O:30][C:20]=4[CH:19]=3)[C:12](=[O:16])[CH:11]=2)=[N:6][CH:7]=1. The reactants are [Cl:1][C:2]1[CH:3]=[CH:4][C:5]([CH2:8][O:9][C:10]2[CH:15]=[CH:14][NH:13][C:12](=[O:16])[CH:11]=2)=[N:6][CH:7]=1.Br[C:18]1[CH:23]=[CH:22][C:21]2[C:24]3[CH2:25][N:26]([C:31]([O:33][C:34]([CH3:37])([CH3:36])[CH3:35])=[O:32])[CH2:27][CH2:28][C:29]=3[O:30][C:20]=2[CH:19]=1.C([O-])([O-])=O.[Cs+].[Cs+].CN[C@@H]1CCCC[C@H]1NC. The yield is 0.650.